The task is: Predict the reaction yield, written as a fraction of the theoretical maximum amount of product (1.0 means a 100% yield; for example, 0.34 means a 34% yield).. This data is from Reaction yield outcomes from USPTO patents with 853,638 reactions. (1) The reactants are [CH3:1][O:2][C:3]1[C:4]([C:14]#[C:15][C:16]2[CH:21]=[CH:20][CH:19]=[CH:18][CH:17]=2)=[C:5]2[C:10](=[CH:11][CH:12]=1)[C:9](=[O:13])[CH2:8][CH2:7][CH2:6]2.[H][H]. The catalyst is [Pd].O1CCCC1. The product is [CH3:1][O:2][C:3]1[C:4]([CH2:14][CH2:15][C:16]2[CH:17]=[CH:18][CH:19]=[CH:20][CH:21]=2)=[C:5]2[C:10](=[CH:11][CH:12]=1)[C:9](=[O:13])[CH2:8][CH2:7][CH2:6]2. The yield is 0.980. (2) The reactants are C([O:8][CH2:9][C:10]1[NH:14][C:13](=[O:15])[N:12]([CH2:16][C:17]2[CH:22]=[CH:21][C:20]([CH3:23])=[CH:19][CH:18]=2)[N:11]=1)C1C=CC=CC=1. The catalyst is [Pd].C(O)C. The product is [OH:8][CH2:9][C:10]1[NH:14][C:13](=[O:15])[N:12]([CH2:16][C:17]2[CH:22]=[CH:21][C:20]([CH3:23])=[CH:19][CH:18]=2)[N:11]=1. The yield is 0.990.